Dataset: Reaction yield outcomes from USPTO patents with 853,638 reactions. Task: Predict the reaction yield, written as a fraction of the theoretical maximum amount of product (1.0 means a 100% yield; for example, 0.34 means a 34% yield). (1) The reactants are [F:1][C:2]([F:12])([F:11])[C@@H:3]([C:5]1[CH:10]=[CH:9][CH:8]=[CH:7][CH:6]=1)[OH:4].Cl[C:14]1[N:15]=[C:16]([OH:30])[C:17]2[CH:23]=[CH:22][N:21]=[C:20]([C:24]3[N:25]=[CH:26][N:27]([CH3:29])[CH:28]=3)[C:18]=2[N:19]=1. No catalyst specified. The product is [CH3:29][N:27]1[CH:28]=[C:24]([C:20]2[C:18]3[N:19]=[C:14]([O:4][C@H:3]([C:5]4[CH:10]=[CH:9][CH:8]=[CH:7][CH:6]=4)[C:2]([F:11])([F:12])[F:1])[N:15]=[C:16]([OH:30])[C:17]=3[CH:23]=[CH:22][N:21]=2)[N:25]=[CH:26]1. The yield is 0.260. (2) The reactants are [OH:1][C:2]([CH3:35])([CH3:34])[CH2:3][C@@:4]1([C:28]2[CH:33]=[CH:32][CH:31]=[CH:30][CH:29]=2)[O:9][C:8](=[O:10])[N:7]([C@H:11]([C:13]2[CH:18]=[CH:17][C:16](B3OC(C)(C)C(C)(C)O3)=[CH:15][CH:14]=2)[CH3:12])[CH2:6][CH2:5]1.Br[C:37]1[CH:38]=[CH:39][C:40]([F:43])=[N:41][CH:42]=1. No catalyst specified. The product is [F:43][C:40]1[N:41]=[CH:42][C:37]([C:16]2[CH:15]=[CH:14][C:13]([C@@H:11]([N:7]3[CH2:6][CH2:5][C@:4]([CH2:3][C:2]([OH:1])([CH3:35])[CH3:34])([C:28]4[CH:33]=[CH:32][CH:31]=[CH:30][CH:29]=4)[O:9][C:8]3=[O:10])[CH3:12])=[CH:18][CH:17]=2)=[CH:38][CH:39]=1. The yield is 0.710.